This data is from Full USPTO retrosynthesis dataset with 1.9M reactions from patents (1976-2016). The task is: Predict the reactants needed to synthesize the given product. (1) Given the product [Br:1][C:2]1[C:9]([O:10][CH3:11])=[CH:8][C:5]([CH:6]2[O:7][CH:25]=[N:24][CH:23]2[S:20]([C:17]2[CH:18]=[CH:19][C:14]([CH3:26])=[CH:15][CH:16]=2)(=[O:22])=[O:21])=[CH:4][C:3]=1[O:12][CH3:13], predict the reactants needed to synthesize it. The reactants are: [Br:1][C:2]1[C:9]([O:10][CH3:11])=[CH:8][C:5]([CH:6]=[O:7])=[CH:4][C:3]=1[O:12][CH3:13].[C:14]1([CH3:26])[CH:19]=[CH:18][C:17]([S:20]([CH2:23][N+:24]#[C-:25])(=[O:22])=[O:21])=[CH:16][CH:15]=1.[C-]#N.[K+]. (2) Given the product [N:1]1([C:6]2[CH:11]=[CH:10][C:9]([S:12][C:13]3[CH:18]=[CH:17][N:16]=[C:15]([NH:30][C:29]4[CH:28]=[CH:27][C:26]([N:23]5[CH2:24][CH2:25][O:20][CH2:21][CH2:22]5)=[CH:32][CH:31]=4)[N:14]=3)=[CH:8][CH:7]=2)[CH:5]=[N:4][N:3]=[N:2]1, predict the reactants needed to synthesize it. The reactants are: [N:1]1([C:6]2[CH:11]=[CH:10][C:9]([S:12][C:13]3[CH:18]=[CH:17][N:16]=[C:15](Cl)[N:14]=3)=[CH:8][CH:7]=2)[CH:5]=[N:4][N:3]=[N:2]1.[O:20]1[CH2:25][CH2:24][N:23]([C:26]2[CH:32]=[CH:31][C:29]([NH2:30])=[CH:28][CH:27]=2)[CH2:22][CH2:21]1. (3) Given the product [CH:2]1[N:3]=[C:4]2[N:5]([C@@H:11]3[O:17][C@H:16]([CH2:18][OH:19])[C@@H:14]([OH:15])[C@@H:12]3[OH:13])[CH:6]=[N:7][C:8]2=[C:9]([NH2:10])[N:1]=1, predict the reactants needed to synthesize it. The reactants are: [N:1]1[C:9]([NH2:10])=[C:8]2[C:4]([N:5]=[CH:6][NH:7]2)=[N:3][CH:2]=1.[CH:11]1(C2N=C3C(NC=N3)=C(N)N=2)[O:17][C@H:16]([CH2:18][OH:19])[C@@H:14]([OH:15])[C@@H:12]1[OH:13]. (4) Given the product [O:20]=[S:16]1(=[O:19])[CH2:17][CH2:18][N:13]2[CH:12]3[CH2:21][CH2:22][C:9]([C:6]4[CH:5]=[CH:4][C:3]([OH:2])=[CH:8][CH:7]=4)([C:14]2=[N:15]1)[CH2:10][CH2:11]3, predict the reactants needed to synthesize it. The reactants are: C[O:2][C:3]1[CH:8]=[CH:7][C:6]([C:9]23[CH2:22][CH2:21][CH:12]([N:13]4[CH2:18][CH2:17][S:16](=[O:20])(=[O:19])[N:15]=[C:14]42)[CH2:11][CH2:10]3)=[CH:5][CH:4]=1.B(Br)(Br)Br.C(=O)([O-])O.[Na+].